Dataset: NCI-60 drug combinations with 297,098 pairs across 59 cell lines. Task: Regression. Given two drug SMILES strings and cell line genomic features, predict the synergy score measuring deviation from expected non-interaction effect. (1) Drug 1: CN(C(=O)NC(C=O)C(C(C(CO)O)O)O)N=O. Drug 2: C1C(C(OC1N2C=NC(=NC2=O)N)CO)O. Cell line: RXF 393. Synergy scores: CSS=4.71, Synergy_ZIP=-3.19, Synergy_Bliss=-5.55, Synergy_Loewe=-0.483, Synergy_HSA=-3.27. (2) Drug 1: C1C(C(OC1N2C=NC3=C(N=C(N=C32)Cl)N)CO)O. Drug 2: C(CN)CNCCSP(=O)(O)O. Cell line: SW-620. Synergy scores: CSS=53.8, Synergy_ZIP=4.92, Synergy_Bliss=3.17, Synergy_Loewe=-51.0, Synergy_HSA=0.0120. (3) Drug 1: CC1=C(C=C(C=C1)NC2=NC=CC(=N2)N(C)C3=CC4=NN(C(=C4C=C3)C)C)S(=O)(=O)N.Cl. Drug 2: C1=C(C(=O)NC(=O)N1)F. Cell line: TK-10. Synergy scores: CSS=42.4, Synergy_ZIP=5.75, Synergy_Bliss=4.63, Synergy_Loewe=1.01, Synergy_HSA=4.50. (4) Drug 1: CC1=CC=C(C=C1)C2=CC(=NN2C3=CC=C(C=C3)S(=O)(=O)N)C(F)(F)F. Drug 2: CCCCC(=O)OCC(=O)C1(CC(C2=C(C1)C(=C3C(=C2O)C(=O)C4=C(C3=O)C=CC=C4OC)O)OC5CC(C(C(O5)C)O)NC(=O)C(F)(F)F)O. Cell line: A549. Synergy scores: CSS=39.0, Synergy_ZIP=0.0711, Synergy_Bliss=-2.92, Synergy_Loewe=-24.3, Synergy_HSA=-6.16. (5) Drug 1: C1CNP(=O)(OC1)N(CCCl)CCCl. Drug 2: C1CC(CCC1OC2=C(C(=CC=C2)Cl)F)(CC3=NC(=CC=C3)NC4=NC=CS4)C(=O)O. Cell line: NCI-H460. Synergy scores: CSS=25.2, Synergy_ZIP=-1.04, Synergy_Bliss=-3.05, Synergy_Loewe=-32.6, Synergy_HSA=-1.96. (6) Drug 1: CC12CCC(CC1=CCC3C2CCC4(C3CC=C4C5=CN=CC=C5)C)O. Drug 2: CC1=C2C(C(=O)C3(C(CC4C(C3C(C(C2(C)C)(CC1OC(=O)C(C(C5=CC=CC=C5)NC(=O)OC(C)(C)C)O)O)OC(=O)C6=CC=CC=C6)(CO4)OC(=O)C)OC)C)OC. Cell line: NCI-H322M. Synergy scores: CSS=45.8, Synergy_ZIP=1.88, Synergy_Bliss=2.07, Synergy_Loewe=-56.8, Synergy_HSA=1.56. (7) Drug 1: CC1=C(C=C(C=C1)NC2=NC=CC(=N2)N(C)C3=CC4=NN(C(=C4C=C3)C)C)S(=O)(=O)N.Cl. Drug 2: CS(=O)(=O)CCNCC1=CC=C(O1)C2=CC3=C(C=C2)N=CN=C3NC4=CC(=C(C=C4)OCC5=CC(=CC=C5)F)Cl. Cell line: OVCAR-4. Synergy scores: CSS=14.0, Synergy_ZIP=0.133, Synergy_Bliss=1.47, Synergy_Loewe=0.647, Synergy_HSA=1.85.